This data is from Forward reaction prediction with 1.9M reactions from USPTO patents (1976-2016). The task is: Predict the product of the given reaction. (1) Given the reactants [OH:1][C:2]1[CH:3]=[C:4]2[C:9](=[CH:10][CH:11]=1)[CH:8]=[C:7]([C@:12]1([CH3:18])[CH2:16][O:15][C:14](=[O:17])[NH:13]1)[CH:6]=[CH:5]2.[CH:19]1(O)[CH2:24][CH2:23][CH2:22][CH2:21][CH2:20]1.[C:26]1(P(C2C=CC=CC=2)C2C=CC=CC=2)[CH:31]=CC=C[CH:27]=1.O1CCCC1.N(C(OC(C)C)=O)=NC(OC(C)C)=O, predict the reaction product. The product is: [CH:26]([CH:19]1[CH2:24][CH2:23][CH:22]([O:1][C:2]2[CH:3]=[C:4]3[C:9](=[CH:10][CH:11]=2)[CH:8]=[C:7]([C@:12]2([CH3:18])[CH2:16][O:15][C:14](=[O:17])[NH:13]2)[CH:6]=[CH:5]3)[CH2:21][CH2:20]1)([CH3:31])[CH3:27]. (2) Given the reactants [Cl:1][C:2]1[CH:20]=[CH:19][C:5]([CH2:6][C:7]2[CH:8]=[N:9][C:10]3[N:11]([N:13]=[CH:14][C:15]=3[C:16]([OH:18])=O)[CH:12]=2)=[CH:4][C:3]=1[O:21][C:22]([F:25])([F:24])[F:23].CN(C(ON1N=NC2C=CC=CC1=2)=[N+](C)C)C.[B-](F)(F)(F)F.C(N(CC)C(C)C)(C)C.[NH2:57][CH2:58][CH2:59][OH:60], predict the reaction product. The product is: [Cl:1][C:2]1[CH:20]=[CH:19][C:5]([CH2:6][C:7]2[CH:8]=[N:9][C:10]3[N:11]([N:13]=[CH:14][C:15]=3[C:16]([NH:57][CH2:58][CH2:59][OH:60])=[O:18])[CH:12]=2)=[CH:4][C:3]=1[O:21][C:22]([F:23])([F:25])[F:24].